Dataset: Forward reaction prediction with 1.9M reactions from USPTO patents (1976-2016). Task: Predict the product of the given reaction. (1) Given the reactants [CH3:1][N:2]([CH2:4][C:5]1[CH:14]=[CH:13][C:8]([C:9]([O:11]C)=[O:10])=[CH:7][C:6]=1[O:15][CH3:16])[CH3:3].Cl, predict the reaction product. The product is: [CH3:3][N:2]([CH2:4][C:5]1[CH:14]=[CH:13][C:8]([C:9]([OH:11])=[O:10])=[CH:7][C:6]=1[O:15][CH3:16])[CH3:1]. (2) Given the reactants [OH:1][CH2:2][C:3]1([CH2:6][OH:7])[CH2:5][CH2:4]1.N1C=CN=C1.[C:13]([Si:17](Cl)([C:24]1[CH:29]=[CH:28][CH:27]=[CH:26][CH:25]=1)[C:18]1[CH:23]=[CH:22][CH:21]=[CH:20][CH:19]=1)([CH3:16])([CH3:15])[CH3:14].CO, predict the reaction product. The product is: [Si:17]([O:1][CH2:2][C:3]1([CH2:6][OH:7])[CH2:5][CH2:4]1)([C:13]([CH3:16])([CH3:15])[CH3:14])([C:24]1[CH:25]=[CH:26][CH:27]=[CH:28][CH:29]=1)[C:18]1[CH:23]=[CH:22][CH:21]=[CH:20][CH:19]=1.